Dataset: Peptide-MHC class II binding affinity with 134,281 pairs from IEDB. Task: Regression. Given a peptide amino acid sequence and an MHC pseudo amino acid sequence, predict their binding affinity value. This is MHC class II binding data. (1) The peptide sequence is IKRIHEYKRQLMNIL. The MHC is HLA-DQA10301-DQB10302 with pseudo-sequence HLA-DQA10301-DQB10302. The binding affinity (normalized) is 0. (2) The peptide sequence is GFGMLLRKYGIAAENVIDVK. The MHC is DRB1_1302 with pseudo-sequence DRB1_1302. The binding affinity (normalized) is 0.459. (3) The peptide sequence is SSGVYMGNLSSQQLD. The MHC is DRB1_0101 with pseudo-sequence DRB1_0101. The binding affinity (normalized) is 0.638. (4) The peptide sequence is IFSDEVLYNMIDIMI. The MHC is DRB1_0101 with pseudo-sequence DRB1_0101. The binding affinity (normalized) is 0.355. (5) The peptide sequence is EFSNFKVAFSRSLND. The MHC is H-2-IAb with pseudo-sequence H-2-IAb. The binding affinity (normalized) is 0.822. (6) The peptide sequence is KVFNTRRNTLLFLDL. The MHC is H-2-IAb with pseudo-sequence H-2-IAb. The binding affinity (normalized) is 0.220.